This data is from Peptide-MHC class II binding affinity with 134,281 pairs from IEDB. The task is: Regression. Given a peptide amino acid sequence and an MHC pseudo amino acid sequence, predict their binding affinity value. This is MHC class II binding data. The binding affinity (normalized) is 0.827. The peptide sequence is PGVMYAFTTPLISFF. The MHC is DRB1_0401 with pseudo-sequence DRB1_0401.